Dataset: Catalyst prediction with 721,799 reactions and 888 catalyst types from USPTO. Task: Predict which catalyst facilitates the given reaction. (1) Reactant: [Br:1][C:2]1[C:3]([CH2:11][CH3:12])=[N:4][CH:5]=[C:6]([C:9]=1Cl)[C:7]#[N:8].[NH2:13][C:14]1[C:15]([CH3:23])=[C:16]2[C:20](=[CH:21][CH:22]=1)[NH:19][CH:18]=[CH:17]2.O. Product: [Br:1][C:2]1[C:3]([CH2:11][CH3:12])=[N:4][CH:5]=[C:6]([C:9]=1[NH:13][C:14]1[C:15]([CH3:23])=[C:16]2[C:20](=[CH:21][CH:22]=1)[NH:19][CH:18]=[CH:17]2)[C:7]#[N:8]. The catalyst class is: 8. (2) Reactant: [CH2:1]([N:9]([CH2:29][CH2:30][C:31]1[CH:36]=[CH:35][CH:34]=[CH:33][CH:32]=1)[C:10]1[CH:11]=[C:12]([S:16][C:17]2[CH:22]=[CH:21][C:20]([CH2:23][C:24]([O:26]CC)=[O:25])=[CH:19][CH:18]=2)[CH:13]=[CH:14][CH:15]=1)[CH2:2][C:3]1[CH:8]=[CH:7][CH:6]=[CH:5][CH:4]=1.[OH-].[Na+].O.C(O)C. Product: [CH2:1]([N:9]([CH2:29][CH2:30][C:31]1[CH:32]=[CH:33][CH:34]=[CH:35][CH:36]=1)[C:10]1[CH:11]=[C:12]([S:16][C:17]2[CH:22]=[CH:21][C:20]([CH2:23][C:24]([OH:26])=[O:25])=[CH:19][CH:18]=2)[CH:13]=[CH:14][CH:15]=1)[CH2:2][C:3]1[CH:4]=[CH:5][CH:6]=[CH:7][CH:8]=1. The catalyst class is: 1.